Dataset: Forward reaction prediction with 1.9M reactions from USPTO patents (1976-2016). Task: Predict the product of the given reaction. Given the reactants C(=O)([O-])[O-].[K+].[K+].[C:7]1([OH:13])[CH:12]=[CH:11][CH:10]=[CH:9][CH:8]=1.Br[C:15]1[CH:20]=[CH:19][C:18]([N+:21]([O-:23])=[O:22])=[CH:17][C:16]=1[O:24][CH3:25], predict the reaction product. The product is: [CH3:25][O:24][C:16]1[CH:17]=[C:18]([N+:21]([O-:23])=[O:22])[CH:19]=[CH:20][C:15]=1[O:13][C:7]1[CH:12]=[CH:11][CH:10]=[CH:9][CH:8]=1.